From a dataset of Full USPTO retrosynthesis dataset with 1.9M reactions from patents (1976-2016). Predict the reactants needed to synthesize the given product. (1) Given the product [CH2:1]([C@H:3]1[C:11]2[C:6](=[CH:7][C:8]([C:12](=[O:28])[NH:36][C@H:37]([C:41]3[CH:46]=[CH:45][C:44]([S:47]([CH2:50][CH3:51])(=[O:49])=[O:48])=[CH:43][N:42]=3)[CH2:38][CH2:39][OH:40])=[CH:9][CH:10]=2)[CH2:5][N:4]1[C:29]([O:31][C:32]([CH3:33])([CH3:35])[CH3:34])=[O:30])[CH3:2], predict the reactants needed to synthesize it. The reactants are: [CH2:1]([C@H:3]1[C:11]2[C:6](=[CH:7][C:8]([C:12](=[O:28])N[C@H](C3C=CC(S(CC)(=O)=O)=CC=3)CO)=[CH:9][CH:10]=2)[CH2:5][N:4]1[C:29]([O:31][C:32]([CH3:35])([CH3:34])[CH3:33])=[O:30])[CH3:2].[NH2:36][C@H:37]([C:41]1[CH:46]=[CH:45][C:44]([S:47]([CH2:50][CH3:51])(=[O:49])=[O:48])=[CH:43][N:42]=1)[CH2:38][CH2:39][OH:40]. (2) Given the product [NH2:20][CH2:19][CH2:18][O:17][CH2:16][CH2:15][N:14]1[C:10]2[C:9]3[CH:8]=[CH:7][CH:6]=[CH:5][C:4]=3[N:3]=[C:2]([NH2:1])[C:11]=2[N:12]=[C:13]1[CH2:28][CH3:29], predict the reactants needed to synthesize it. The reactants are: [NH2:1][C:2]1[C:11]2[N:12]=[C:13]([CH2:28][CH3:29])[N:14]([CH2:15][CH2:16][O:17][CH2:18][CH2:19][NH:20]C(=O)OC(C)(C)C)[C:10]=2[C:9]2[CH:8]=[CH:7][CH:6]=[CH:5][C:4]=2[N:3]=1. (3) Given the product [OH:40][C:33]1([C:7]2[C:6]([O:9][CH2:10][O:11][CH3:12])=[CH:5][N:4]=[C:3]([O:2][CH3:1])[CH:8]=2)[C:34]2[C:39](=[CH:38][CH:37]=[CH:36][CH:35]=2)[N:31]([CH2:30][C:28]2[O:29][C:25]([C:24]([F:42])([F:23])[F:43])=[CH:26][CH:27]=2)[C:32]1=[O:41], predict the reactants needed to synthesize it. The reactants are: [CH3:1][O:2][C:3]1[CH:8]=[CH:7][C:6]([O:9][CH2:10][O:11][CH3:12])=[CH:5][N:4]=1.C([Li])(C)(C)C.CCCCC.[F:23][C:24]([F:43])([F:42])[C:25]1[O:29][C:28]([CH2:30][N:31]2[C:39]3[C:34](=[CH:35][CH:36]=[CH:37][CH:38]=3)[C:33](=[O:40])[C:32]2=[O:41])=[CH:27][CH:26]=1.[Cl-].[NH4+]. (4) Given the product [F:37][C:26]1[CH:25]=[C:24]([N:23]([CH2:22][C:18]2[CH:17]=[C:16]([C:12]3[C:13]([CH3:15])=[CH:14][C:9]([OH:8])=[CH:10][C:11]=3[CH3:50])[CH:21]=[CH:20][CH:19]=2)[S:38]([C:41]2[CH:46]=[CH:45][CH:44]=[CH:43][C:42]=2[N+:47]([O-:49])=[O:48])(=[O:39])=[O:40])[CH:29]=[CH:28][C:27]=1[CH2:30][CH2:31][C:32]([O:34][CH2:35][CH3:36])=[O:33], predict the reactants needed to synthesize it. The reactants are: [Si]([O:8][C:9]1[CH:14]=[C:13]([CH3:15])[C:12]([C:16]2[CH:21]=[CH:20][CH:19]=[C:18]([CH2:22][N:23]([S:38]([C:41]3[CH:46]=[CH:45][CH:44]=[CH:43][C:42]=3[N+:47]([O-:49])=[O:48])(=[O:40])=[O:39])[C:24]3[CH:29]=[CH:28][C:27]([CH2:30][CH2:31][C:32]([O:34][CH2:35][CH3:36])=[O:33])=[C:26]([F:37])[CH:25]=3)[CH:17]=2)=[C:11]([CH3:50])[CH:10]=1)(C(C)(C)C)(C)C.[F-].C([N+](CCCC)(CCCC)CCCC)CCC. (5) Given the product [F:12][C:13]([F:24])([F:23])[C:14]1[CH:15]=[C:16]([CH:20]=[CH:21][CH:22]=1)[C:17]([N:11]=[C:2]1[N:3]([CH:26]([CH2:31][CH3:32])[C:27]([OH:29])=[O:28])[C:4]2[CH2:10][CH2:9][CH2:8][CH2:7][CH2:6][C:5]=2[S:1]1)=[O:18], predict the reactants needed to synthesize it. The reactants are: [S:1]1[C:5]2[CH2:6][CH2:7][CH2:8][CH2:9][CH2:10][C:4]=2[N:3]=[C:2]1[NH2:11].[F:12][C:13]([F:24])([F:23])[C:14]1[CH:15]=[C:16]([CH:20]=[CH:21][CH:22]=1)[C:17](Cl)=[O:18].Br[CH:26]([CH2:31][CH3:32])[C:27]([O:29]C)=[O:28].FC1C2N=C(N)SC=2C=C(F)C=1.C1(C)C=CC(C(Cl)=O)=CC=1.BrCC(OCC)=O. (6) Given the product [CH3:33][CH:31]([N:24]1[C:25]2[C:26](=[N:27][CH:28]=[CH:29][CH:30]=2)[N:22]([C:19]2[CH:18]=[CH:17][C:16]([O:15][C:3]3[N:2]([CH3:1])[C:6]4=[N:7][CH:8]=[CH:9][CH:10]=[C:5]4[N:4]=3)=[CH:21][CH:20]=2)[C:23]1=[O:34])[CH3:32], predict the reactants needed to synthesize it. The reactants are: [CH3:1][N:2]1[C:6]2=[N:7][CH:8]=[CH:9][CH:10]=[C:5]2[N:4]=[C:3]1S(C)(=O)=O.[OH:15][C:16]1[CH:21]=[CH:20][C:19]([N:22]2[C:26]3=[N:27][CH:28]=[CH:29][CH:30]=[C:25]3[N:24]([CH:31]([CH3:33])[CH3:32])[C:23]2=[O:34])=[CH:18][CH:17]=1.[H-].[Na+]. (7) Given the product [CH2:1]([N:8]1[CH2:12][CH:11]([OH:13])[C:10]2([CH2:14][CH2:15][CH2:16][CH2:17]2)[CH2:9]1)[C:2]1[CH:3]=[CH:4][CH:5]=[CH:6][CH:7]=1, predict the reactants needed to synthesize it. The reactants are: [CH2:1]([N:8]1[CH2:12][C:11](=[O:13])[C:10]2([CH2:17][CH2:16][CH2:15][CH2:14]2)[C:9]1=O)[C:2]1[CH:7]=[CH:6][CH:5]=[CH:4][CH:3]=1.[H-].[H-].[H-].[H-].[Li+].[Al+3]. (8) Given the product [CH2:10]([N:6]([CH3:7])[CH2:11][C@H:12]([NH:13][C:14]([C:16]1[C:20]([Br:21])=[C:19]([NH:22][C:23](=[O:31])[C:24]2[CH:29]=[CH:28][CH:27]=[CH:26][C:25]=2[Cl:30])[NH:18][N:17]=1)=[O:15])[CH3:3])[CH3:9], predict the reactants needed to synthesize it. The reactants are: N1C=C[CH:3]=N1.[N:6]1([CH:11](C)[CH2:12][NH:13][C:14]([C:16]2[C:20]([Br:21])=[C:19]([NH:22][C:23](=[O:31])[C:24]3[CH:29]=[CH:28][CH:27]=[CH:26][C:25]=3[Cl:30])[NH:18][N:17]=2)=[O:15])[CH2:10][CH2:9]C[CH2:7]1. (9) Given the product [ClH:33].[ClH:33].[NH2:3][C:2]([NH2:1])=[N:4][C:5]([C:7]1[CH:19]=[CH:18][C:17]2[C:16]3[C:11](=[CH:12][CH:13]=[CH:14][CH:15]=3)[N:10]([CH:20]3[CH2:21][CH2:22][NH:23][CH2:24][CH2:25]3)[C:9]=2[CH:8]=1)=[O:6], predict the reactants needed to synthesize it. The reactants are: [NH2:1][C:2](=[N:4][C:5]([C:7]1[CH:19]=[CH:18][C:17]2[C:16]3[C:11](=[CH:12][CH:13]=[CH:14][CH:15]=3)[N:10]([CH:20]3[CH2:25][CH2:24][N:23](C(OC(C)(C)C)=O)[CH2:22][CH2:21]3)[C:9]=2[CH:8]=1)=[O:6])[NH2:3].[ClH:33].C(OCC)(=O)C. (10) Given the product [CH2:1]([O:8][C:9](=[O:14])[CH2:10][C:11]([CH2:13][Br:15])=[O:12])[C:2]1[CH:7]=[CH:6][CH:5]=[CH:4][CH:3]=1, predict the reactants needed to synthesize it. The reactants are: [CH2:1]([O:8][C:9](=[O:14])[CH2:10][C:11]([CH3:13])=[O:12])[C:2]1[CH:7]=[CH:6][CH:5]=[CH:4][CH:3]=1.[Br:15]Br.C(=O)([O-])[O-].[Na+].[Na+].